Dataset: Forward reaction prediction with 1.9M reactions from USPTO patents (1976-2016). Task: Predict the product of the given reaction. Given the reactants Br[C:2]1[S:3][C:4](Br)=[C:5]([N+:10]([O-])=O)[C:6]=1[N+:7]([O-])=O.[Sn].[ClH:15], predict the reaction product. The product is: [ClH:15].[ClH:15].[NH2:7][C:6]1[C:5]([NH2:10])=[CH:4][S:3][CH:2]=1.